This data is from NCI-60 drug combinations with 297,098 pairs across 59 cell lines. The task is: Regression. Given two drug SMILES strings and cell line genomic features, predict the synergy score measuring deviation from expected non-interaction effect. (1) Drug 1: CC(C)(C#N)C1=CC(=CC(=C1)CN2C=NC=N2)C(C)(C)C#N. Drug 2: C(CCl)NC(=O)N(CCCl)N=O. Cell line: MDA-MB-231. Synergy scores: CSS=6.33, Synergy_ZIP=-1.87, Synergy_Bliss=-1.07, Synergy_Loewe=-4.33, Synergy_HSA=-4.33. (2) Drug 1: COC1=C(C=C2C(=C1)N=CN=C2NC3=CC(=C(C=C3)F)Cl)OCCCN4CCOCC4. Synergy scores: CSS=29.6, Synergy_ZIP=-7.80, Synergy_Bliss=-1.03, Synergy_Loewe=-9.94, Synergy_HSA=2.29. Cell line: NCI-H226. Drug 2: C1CCC(CC1)NC(=O)N(CCCl)N=O. (3) Drug 1: CC1=C(C=C(C=C1)NC2=NC=CC(=N2)N(C)C3=CC4=NN(C(=C4C=C3)C)C)S(=O)(=O)N.Cl. Drug 2: C1C(C(OC1N2C=C(C(=O)NC2=O)F)CO)O. Cell line: SW-620. Synergy scores: CSS=35.5, Synergy_ZIP=8.70, Synergy_Bliss=8.34, Synergy_Loewe=-9.55, Synergy_HSA=2.50.